This data is from Peptide-MHC class II binding affinity with 134,281 pairs from IEDB. The task is: Regression. Given a peptide amino acid sequence and an MHC pseudo amino acid sequence, predict their binding affinity value. This is MHC class II binding data. (1) The peptide sequence is QRMMAEIDTDGDGFI. The MHC is DRB3_0101 with pseudo-sequence DRB3_0101. The binding affinity (normalized) is 0.419. (2) The peptide sequence is WRSFLNKVKSLRILN. The MHC is DRB1_0301 with pseudo-sequence DRB1_0301. The binding affinity (normalized) is 0.565. (3) The peptide sequence is FEAKGALANIAVD. The MHC is H-2-IAk with pseudo-sequence H-2-IAk. The binding affinity (normalized) is 0.217. (4) The peptide sequence is GGTVIRNPLSRNSTH. The MHC is HLA-DQA10501-DQB10303 with pseudo-sequence HLA-DQA10501-DQB10303. The binding affinity (normalized) is 0.346. (5) The peptide sequence is EKKDFAATQFEPLAA. The MHC is DRB1_0101 with pseudo-sequence DRB1_0101. The binding affinity (normalized) is 0.512. (6) The peptide sequence is YKDVDKPPFSGMTGC. The MHC is HLA-DQA10104-DQB10503 with pseudo-sequence HLA-DQA10104-DQB10503. The binding affinity (normalized) is 0. (7) The peptide sequence is KEFIRCLALPFRGYL. The MHC is DRB1_0301 with pseudo-sequence DRB1_0301. The binding affinity (normalized) is 0.703. (8) The MHC is DRB3_0101 with pseudo-sequence DRB3_0101. The peptide sequence is AFQLDGDNLFPKV. The binding affinity (normalized) is 0.835. (9) The peptide sequence is DCSEYPKPDCTAEDR. The MHC is HLA-DQA10101-DQB10501 with pseudo-sequence HLA-DQA10101-DQB10501. The binding affinity (normalized) is 0.